Dataset: Full USPTO retrosynthesis dataset with 1.9M reactions from patents (1976-2016). Task: Predict the reactants needed to synthesize the given product. Given the product [CH:51]1([NH:56][C:36]([C:32]2([C:29]3[CH:28]=[CH:27][C:26]([NH:25][C:23]4[C:22]5[CH2:39][CH2:40][CH2:41][C:21]=5[N:20]=[C:19]([N:13]5[CH2:14][CH2:15][O:16][CH2:17][CH2:18]5)[N:24]=4)=[CH:31][CH:30]=3)[CH2:33][CH2:34][CH2:35]2)=[O:37])[CH2:55][CH2:54][CH2:53][CH2:52]1, predict the reactants needed to synthesize it. The reactants are: Cl.CN(C)CCCN=C=NCC.[N:13]1([C:19]2[N:24]=[C:23]([NH:25][C:26]3[CH:31]=[CH:30][C:29]([C:32]4([C:36](O)=[O:37])[CH2:35][CH2:34][CH2:33]4)=[CH:28][CH:27]=3)[C:22]3[CH2:39][CH2:40][CH2:41][C:21]=3[N:20]=2)[CH2:18][CH2:17][O:16][CH2:15][CH2:14]1.C(N(C(C)C)CC)(C)C.[CH:51]1([NH2:56])[CH2:55][CH2:54][CH2:53][CH2:52]1.